Dataset: Catalyst prediction with 721,799 reactions and 888 catalyst types from USPTO. Task: Predict which catalyst facilitates the given reaction. (1) Reactant: [N:1]([CH2:4][C:5]1[CH:6]=[C:7]([O:16][CH2:17][C:18]2[CH:23]=[CH:22][CH:21]=[CH:20][CH:19]=2)[C:8]2[O:12][C:11]([CH3:14])([CH3:13])[O:10][C:9]=2[CH:15]=1)=[N+]=[N-].[ClH:24]. Product: [ClH:24].[CH2:17]([O:16][C:7]1[C:8]2[O:12][C:11]([CH3:13])([CH3:14])[O:10][C:9]=2[CH:15]=[C:5]([CH2:4][NH2:1])[CH:6]=1)[C:18]1[CH:23]=[CH:22][CH:21]=[CH:20][CH:19]=1. The catalyst class is: 29. (2) Reactant: [NH2:1][C:2]1[CH:6]=[CH:5][S:4][C:3]=1[C:7]([O:9][CH3:10])=[O:8].[Cl:11][C:12]1[CH:17]=[C:16]([O:18][C:19]([F:22])([F:21])[F:20])[CH:15]=[CH:14][C:13]=1[S:23](Cl)(=[O:25])=[O:24]. Product: [Cl:11][C:12]1[CH:17]=[C:16]([O:18][C:19]([F:21])([F:20])[F:22])[CH:15]=[CH:14][C:13]=1[S:23]([NH:1][C:2]1[CH:6]=[CH:5][S:4][C:3]=1[C:7]([O:9][CH3:10])=[O:8])(=[O:25])=[O:24]. The catalyst class is: 228. (3) Reactant: C[O:2][C:3](=[O:19])[C:4]1[CH:9]=[C:8]([O:10][CH2:11][C:12]2[CH:17]=[CH:16][CH:15]=[CH:14][CH:13]=2)[CH:7]=[C:6]([OH:18])[CH:5]=1.[OH-].[Na+].Cl. Product: [OH:18][C:6]1[CH:5]=[C:4]([CH:9]=[C:8]([O:10][CH2:11][C:12]2[CH:17]=[CH:16][CH:15]=[CH:14][CH:13]=2)[CH:7]=1)[C:3]([OH:19])=[O:2]. The catalyst class is: 5.